Dataset: Forward reaction prediction with 1.9M reactions from USPTO patents (1976-2016). Task: Predict the product of the given reaction. (1) Given the reactants [C:1]([CH2:3][C:4]([O:6][CH3:7])=[O:5])#[N:2].[CH3:8][C:9]([O:11][C:12](C)=O)=O, predict the reaction product. The product is: [C:1]([C:3](=[CH:12][O:11][CH2:9][CH3:8])[C:4]([O:6][CH3:7])=[O:5])#[N:2]. (2) Given the reactants [N:1]1[CH:6]=[CH:5][N:4]=[CH:3][C:2]=1[CH2:7][OH:8].[CH3:9][O:10][C:11]1[CH:16]=[C:15]([N+:17]([O-:19])=[O:18])[CH:14]=[CH:13][C:12]=1O.C1(P(C2C=CC=CC=2)C2C=CC=CC=2)C=CC=CC=1, predict the reaction product. The product is: [CH3:9][O:10][C:11]1[CH:16]=[C:15]([N+:17]([O-:19])=[O:18])[CH:14]=[CH:13][C:12]=1[O:8][CH2:7][C:2]1[CH:3]=[N:4][CH:5]=[CH:6][N:1]=1. (3) Given the reactants CN(C(ON1N=NC2C=CC=CC1=2)=[N+](C)C)C.F[P-](F)(F)(F)(F)F.[CH3:25][C:26]1[C:31]([O:32][C:33]2[CH:38]=[CH:37][N:36]=[C:35]([NH:39][C:40]3[CH:48]=[CH:47][C:43]([C:44]([O-:46])=O)=[CH:42][CH:41]=3)[CH:34]=2)=[CH:30][CH:29]=[C:28]([CH3:49])[N:27]=1.[Li+].[NH2:51][CH2:52][CH2:53][N:54]1[CH2:58][CH2:57][CH2:56][C:55]1=[O:59].CCN(CC)CC, predict the reaction product. The product is: [CH3:25][C:26]1[C:31]([O:32][C:33]2[CH:38]=[CH:37][N:36]=[C:35]([NH:39][C:40]3[CH:48]=[CH:47][C:43]([C:44]([NH:51][CH2:52][CH2:53][N:54]4[CH2:58][CH2:57][CH2:56][C:55]4=[O:59])=[O:46])=[CH:42][CH:41]=3)[CH:34]=2)=[CH:30][CH:29]=[C:28]([CH3:49])[N:27]=1. (4) Given the reactants [Cl:1][C:2]1[CH:3]=[C:4]2[C:8](=[CH:9][CH:10]=1)[C:7](=[O:11])[N:6]([C:12]1[CH:17]=[N:16][CH:15]=[C:14]([CH:18]3[CH2:23][CH2:22][CH2:21][NH:20][CH2:19]3)[N:13]=1)[C:5]2([CH3:25])[CH3:24].CCN(CC)CC.[C:33](Cl)(=[O:35])[CH3:34], predict the reaction product. The product is: [C:33]([N:20]1[CH2:21][CH2:22][CH2:23][CH:18]([C:14]2[N:13]=[C:12]([N:6]3[C:5]([CH3:25])([CH3:24])[C:4]4[C:8](=[CH:9][CH:10]=[C:2]([Cl:1])[CH:3]=4)[C:7]3=[O:11])[CH:17]=[N:16][CH:15]=2)[CH2:19]1)(=[O:35])[CH3:34]. (5) Given the reactants [CH:1]1([S:4]([C:7]2[CH:12]=[CH:11][C:10](/[C:13](/[C:21](=[O:24])[CH:22]=[CH2:23])=[CH:14]\[CH:15]3[CH2:20][CH2:19][O:18][CH2:17][CH2:16]3)=[CH:9][CH:8]=2)(=[O:6])=[O:5])[CH2:3][CH2:2]1.[S:25]1[CH:29]=[CH:28][N:27]=[C:26]1[CH:30]=[O:31].C(N(CC)CC)C, predict the reaction product. The product is: [CH:1]1([S:4]([C:7]2[CH:8]=[CH:9][C:10](/[C:13](=[CH:14]\[CH:15]3[CH2:20][CH2:19][O:18][CH2:17][CH2:16]3)/[C:21](=[O:24])[CH2:22][CH2:23][C:30]([C:26]3[S:25][CH:29]=[CH:28][N:27]=3)=[O:31])=[CH:11][CH:12]=2)(=[O:6])=[O:5])[CH2:2][CH2:3]1. (6) Given the reactants Cl.[F:2][C:3]1[CH:8]=[CH:7][C:6]([C:9]2[O:13][N:12]=[C:11]([C@H:14]3[CH2:19][CH2:18][CH2:17][NH:16][CH2:15]3)[N:10]=2)=[CH:5][CH:4]=1.[F:20][C:21]1[CH:29]=[N:28][CH:27]=[CH:26][C:22]=1[C:23](O)=[O:24], predict the reaction product. The product is: [F:2][C:3]1[CH:8]=[CH:7][C:6]([C:9]2[O:13][N:12]=[C:11]([C@H:14]3[CH2:19][CH2:18][CH2:17][N:16]([C:23]([C:22]4[CH:26]=[CH:27][N:28]=[CH:29][C:21]=4[F:20])=[O:24])[CH2:15]3)[N:10]=2)=[CH:5][CH:4]=1.